This data is from Full USPTO retrosynthesis dataset with 1.9M reactions from patents (1976-2016). The task is: Predict the reactants needed to synthesize the given product. (1) Given the product [Cl:36][C:34]1[CH:33]=[CH:32][C:31]2[N:25]([CH2:24][C:23]([CH3:54])([CH3:53])[CH2:22][OH:55])[C:26](=[O:52])[C@@H:27]([CH2:47][C:48]3[N:51]=[C:9]([CH2:10][CH2:11][C:12]([OH:14])=[O:13])[O:50][N:49]=3)[O:28][C@H:29]([C:37]3[CH:42]=[CH:41][CH:40]=[C:39]([O:43][CH3:44])[C:38]=3[O:45][CH3:46])[C:30]=2[CH:35]=1, predict the reactants needed to synthesize it. The reactants are: C(N(CC)CC)C.Cl[C:9](=O)[CH2:10][CH2:11][C:12]([O:14]CC)=[O:13].C(O[CH2:22][C:23]([CH3:54])([CH3:53])[CH2:24][N:25]1[C:31]2[CH:32]=[CH:33][C:34]([Cl:36])=[CH:35][C:30]=2[C@@H:29]([C:37]2[CH:42]=[CH:41][CH:40]=[C:39]([O:43][CH3:44])[C:38]=2[O:45][CH3:46])[O:28][C@H:27]([CH2:47]/[C:48](/[NH2:51])=[N:49]/[OH:50])[C:26]1=[O:52])(=O)C.[OH-:55].[Na+]. (2) Given the product [NH:33]1[C:41]2[C:36](=[CH:37][CH:38]=[CH:39][CH:40]=2)[C:35]([CH2:42][NH:43][C:21]([C@@H:4]2[CH2:3][C@@H:2]([OH:1])[CH2:6][N:5]2[C:7](=[O:20])[C@@H:8]([N:10]2[CH2:18][C:17]3[C:12](=[CH:13][CH:14]=[CH:15][CH:16]=3)[C:11]2=[O:19])[CH3:9])=[O:23])=[CH:34]1, predict the reactants needed to synthesize it. The reactants are: [OH:1][C@H:2]1[CH2:6][N:5]([C:7](=[O:20])[C@@H:8]([N:10]2[CH2:18][C:17]3[C:12](=[CH:13][CH:14]=[CH:15][CH:16]=3)[C:11]2=[O:19])[CH3:9])[C@H:4]([C:21]([OH:23])=O)[CH2:3]1.CCN(C(C)C)C(C)C.[NH:33]1[C:41]2[C:36](=[CH:37][CH:38]=[CH:39][CH:40]=2)[C:35]([CH2:42][NH2:43])=[CH:34]1.CN(C(ON1N=NC2C=CC=NC1=2)=[N+](C)C)C.F[P-](F)(F)(F)(F)F. (3) Given the product [NH:1]1[CH:5]=[C:4]([CH2:6][CH:7]2[CH2:16][CH2:15][C:14]3[C:9](=[CH:10][CH:11]=[CH:12][C:13]=3[O:17][CH2:18][C@H:19]3[CH2:23][CH2:22][CH2:21][N:20]3[C:24]3[N:32]=[CH:31][N:30]=[C:29]4[C:25]=3[N:26]=[CH:27][NH:28]4)[C:8]2=[O:33])[N:3]=[CH:2]1, predict the reactants needed to synthesize it. The reactants are: [NH:1]1[CH:5]=[C:4](/[CH:6]=[C:7]2\[C:8](=[O:33])[C:9]3[C:14]([CH2:15][CH2:16]\2)=[C:13]([O:17][CH2:18][C@H:19]2[CH2:23][CH2:22][CH2:21][N:20]2[C:24]2[N:32]=[CH:31][N:30]=[C:29]4[C:25]=2[N:26]=[CH:27][NH:28]4)[CH:12]=[CH:11][CH:10]=3)[N:3]=[CH:2]1.[OH-].[Na+]. (4) Given the product [CH2:10]1[CH2:9][O:8][C:7]2([CH2:6][CH2:5][CH2:4][C:3]([CH2:12][OH:13])([C:14]3[CH:19]=[CH:18][CH:17]=[CH:16][CH:15]=3)[CH2:2]2)[O:11]1, predict the reactants needed to synthesize it. The reactants are: C[CH:2]1[C:7]2([O:11][CH2:10][CH2:9][O:8]2)[CH2:6][CH2:5][CH2:4][C:3]1([C:14]1[CH:19]=[CH:18][CH:17]=[CH:16][CH:15]=1)[CH:12]=[O:13].[BH4-].[Na+].